Dataset: Catalyst prediction with 721,799 reactions and 888 catalyst types from USPTO. Task: Predict which catalyst facilitates the given reaction. Reactant: [F:1][C:2]1[CH:3]=[C:4]2[C:9](=[CH:10][CH:11]=1)[N:8]=[C:7](/[CH:12]=[CH:13]/[C:14]1[N:19]=[C:18]([NH:20][C@H:21]3[CH2:26][CH2:25][C@H:24]([O:27][CH3:28])[CH2:23][CH2:22]3)[CH:17]=[C:16]([N:29]3[CH2:33][CH2:32][CH2:31][CH2:30]3)[N:15]=1)[C:6]([CH3:34])=[N:5]2.[ClH:35]. Product: [ClH:35].[ClH:35].[F:1][C:2]1[CH:3]=[C:4]2[C:9](=[CH:10][CH:11]=1)[N:8]=[C:7](/[CH:12]=[CH:13]/[C:14]1[N:19]=[C:18]([NH:20][C@H:21]3[CH2:22][CH2:23][C@H:24]([O:27][CH3:28])[CH2:25][CH2:26]3)[CH:17]=[C:16]([N:29]3[CH2:33][CH2:32][CH2:31][CH2:30]3)[N:15]=1)[C:6]([CH3:34])=[N:5]2.[F:1][C:2]1[CH:3]=[C:4]2[C:9](=[CH:10][CH:11]=1)[N:8]=[C:7](/[CH:12]=[CH:13]/[C:14]1[N:19]=[C:18]([NH:20][C@H:21]3[CH2:22][CH2:23][C@H:24]([O:27][CH3:28])[CH2:25][CH2:26]3)[CH:17]=[C:16]([N:29]3[CH2:33][CH2:32][CH2:31][CH2:30]3)[N:15]=1)[C:6]([CH3:34])=[N:5]2. The catalyst class is: 22.